Dataset: PAMPA (Parallel Artificial Membrane Permeability Assay) permeability data from NCATS. Task: Regression/Classification. Given a drug SMILES string, predict its absorption, distribution, metabolism, or excretion properties. Task type varies by dataset: regression for continuous measurements (e.g., permeability, clearance, half-life) or binary classification for categorical outcomes (e.g., BBB penetration, CYP inhibition). Dataset: pampa_ncats. The drug is C1CN(CCC1C(=O)N)C2=NC(=CS2)C3=CC=CC=C3Br. The result is 1 (high permeability).